Dataset: Catalyst prediction with 721,799 reactions and 888 catalyst types from USPTO. Task: Predict which catalyst facilitates the given reaction. (1) Reactant: [NH2:1][C:2]1[C:3]([C:10]([OH:12])=O)=[N:4][C:5]([Cl:9])=[C:6]([NH2:8])[N:7]=1.C1N=CN(C(N2C=NC=C2)=O)C=1.[C:25]([O:29][C:30](=[O:36])[N:31]([CH2:33][CH2:34][NH2:35])[CH3:32])([CH3:28])([CH3:27])[CH3:26]. Product: [C:25]([O:29][C:30](=[O:36])[N:31]([CH2:33][CH2:34][NH:35][C:10]([C:3]1[C:2]([NH2:1])=[N:7][C:6]([NH2:8])=[C:5]([Cl:9])[N:4]=1)=[O:12])[CH3:32])([CH3:28])([CH3:26])[CH3:27]. The catalyst class is: 3. (2) Reactant: [CH3:1][CH:2]([NH2:4])[CH3:3].[Cl:5][C:6]1[CH:11]=[CH:10][C:9]([CH:12]2[CH2:14][O:13]2)=[CH:8][CH:7]=1.C(N(CC)CC)C.[CH3:22][C:23]([O:26][C:27](O[C:27]([O:26][C:23]([CH3:25])([CH3:24])[CH3:22])=[O:28])=[O:28])([CH3:25])[CH3:24].N1C=CN=C1. Product: [Cl:5][C:6]1[CH:11]=[CH:10][C:9]([CH:12]([OH:13])[CH2:14][N:4]([CH:2]([CH3:3])[CH3:1])[C:27](=[O:28])[O:26][C:23]([CH3:25])([CH3:24])[CH3:22])=[CH:8][CH:7]=1. The catalyst class is: 34. (3) Reactant: Br[C:2]1[C:3]([N:22]([CH3:27])[S:23]([CH3:26])(=[O:25])=[O:24])=[CH:4][C:5]2[O:9][C:8]([C:10]3[CH:15]=[CH:14][C:13]([F:16])=[CH:12][CH:11]=3)=[C:7]([C:17]([NH:19][CH3:20])=[O:18])[C:6]=2[CH:21]=1.[B:28]1([B:28]2[O:32][C:31]([CH3:34])([CH3:33])[C:30]([CH3:36])([CH3:35])[O:29]2)[O:32][C:31]([CH3:34])([CH3:33])[C:30]([CH3:36])([CH3:35])[O:29]1.CC([O-])=O.[K+]. Product: [F:16][C:13]1[CH:14]=[CH:15][C:10]([C:8]2[O:9][C:5]3[CH:4]=[C:3]([N:22]([CH3:27])[S:23]([CH3:26])(=[O:25])=[O:24])[C:2]([B:28]4[O:32][C:31]([CH3:34])([CH3:33])[C:30]([CH3:36])([CH3:35])[O:29]4)=[CH:21][C:6]=3[C:7]=2[C:17]([NH:19][CH3:20])=[O:18])=[CH:11][CH:12]=1. The catalyst class is: 75. (4) Reactant: C([O:4][C@@H:5]1[C@@H:10]([O:11]C(=O)C)[C@@H:9]([O:15]C(=O)C)[C@@H:8]([CH2:19][O:20]C(=O)C)[O:7][C@H:6]1[O:24][C:25]1[C:29]([CH2:30][C:31]2[CH:36]=[CH:35][C:34]([O:37][CH2:38][CH2:39][NH:40][C:41](=[O:63])[C:42]([C:45]([N:47]3[CH2:52][CH2:51][N:50]([C:53]([O:55][CH2:56][C:57]4[CH:62]=[CH:61][CH:60]=[CH:59][CH:58]=4)=[O:54])[CH2:49][CH2:48]3)=[O:46])([CH3:44])[CH3:43])=[CH:33][C:32]=2[CH3:64])=[C:28]([CH:65]([CH3:67])[CH3:66])[NH:27][N:26]=1)(=O)C.C[O-].[Na+]. Product: [CH2:56]([O:55][C:53]([N:50]1[CH2:51][CH2:52][N:47]([C:45]([C:42]([CH3:44])([CH3:43])[C:41]([NH:40][CH2:39][CH2:38][O:37][C:34]2[CH:35]=[CH:36][C:31]([CH2:30][C:29]3[C:25]([O:24][C@@H:6]4[O:7][C@H:8]([CH2:19][OH:20])[C@H:9]([OH:15])[C@H:10]([OH:11])[C@H:5]4[OH:4])=[N:26][NH:27][C:28]=3[CH:65]([CH3:67])[CH3:66])=[C:32]([CH3:64])[CH:33]=2)=[O:63])=[O:46])[CH2:48][CH2:49]1)=[O:54])[C:57]1[CH:58]=[CH:59][CH:60]=[CH:61][CH:62]=1. The catalyst class is: 5. (5) Reactant: [Cl:1][C:2]1[CH:3]=[CH:4][C:5]([O:17][CH2:18][C:19]2[CH:24]=[CH:23][CH:22]=[CH:21][CH:20]=2)=[C:6]([CH2:8][C:9]2[O:10][CH:11]=[C:12](C([O-])=O)[N:13]=2)[CH:7]=1.[Na+].Cl.ClC1C=CC(OCC2C=CC=CC=2)=C(C[C:35]2[O:36]C=C(C(O)=O)[N:39]=2)C=1.C(N(CC)CC)C.C1(P(N=[N+]=[N-])(C2C=CC=CC=2)=O)C=CC=CC=1.[C:75]([OH:79])([CH3:78])([CH3:77])[CH3:76]. Product: [Cl:1][C:2]1[CH:3]=[CH:4][C:5]([O:17][CH2:18][C:19]2[CH:20]=[CH:21][CH:22]=[CH:23][CH:24]=2)=[C:6]([CH2:8][C:9]2[O:10][CH:11]=[C:12]([NH:39][C:35](=[O:36])[O:79][C:75]([CH3:78])([CH3:77])[CH3:76])[N:13]=2)[CH:7]=1. The catalyst class is: 6. (6) Reactant: [OH:1][C:2]1[C:3]2[C:13]([C:14]3[CH:19]=[CH:18][C:17]([O:20]COC)=[CH:16][CH:15]=3)=[CH:12][S:11][C:4]=2[NH:5][C:6](=[O:10])[C:7]=1[C:8]#[N:9].Cl. Product: [OH:1][C:2]1[C:3]2[C:13]([C:14]3[CH:19]=[CH:18][C:17]([OH:20])=[CH:16][CH:15]=3)=[CH:12][S:11][C:4]=2[NH:5][C:6](=[O:10])[C:7]=1[C:8]#[N:9]. The catalyst class is: 1.